Dataset: Acute oral toxicity (LD50) regression data from Zhu et al.. Task: Regression/Classification. Given a drug SMILES string, predict its toxicity properties. Task type varies by dataset: regression for continuous values (e.g., LD50, hERG inhibition percentage) or binary classification for toxic/non-toxic outcomes (e.g., AMES mutagenicity, cardiotoxicity, hepatotoxicity). Dataset: ld50_zhu. The compound is CN(C)CCC=C1c2ccccc2Sc2ccc(Cl)cc21. The rat oral LD50 is 3.20, given as -log10 of the dose in mol/kg body weight (higher means more acutely toxic).